This data is from Acute oral toxicity (LD50) regression data from Zhu et al.. The task is: Regression/Classification. Given a drug SMILES string, predict its toxicity properties. Task type varies by dataset: regression for continuous values (e.g., LD50, hERG inhibition percentage) or binary classification for toxic/non-toxic outcomes (e.g., AMES mutagenicity, cardiotoxicity, hepatotoxicity). Dataset: ld50_zhu. (1) The drug is N#CN. The rat oral LD50 is 2.53, given as -log10 of the dose in mol/kg body weight (higher means more acutely toxic). (2) The drug is CCCCOC(NC(=O)c1ccccc1O)C(Cl)(Cl)Cl. The rat oral LD50 is 1.65, given as -log10 of the dose in mol/kg body weight (higher means more acutely toxic).